Dataset: Full USPTO retrosynthesis dataset with 1.9M reactions from patents (1976-2016). Task: Predict the reactants needed to synthesize the given product. (1) Given the product [Cl:1][C:2]1[C:3]([CH:9]2[CH2:10][CH:13]2[C:14]([O:16][CH2:17][CH3:18])=[O:15])=[N:4][CH:5]=[C:6]([Cl:8])[CH:7]=1, predict the reactants needed to synthesize it. The reactants are: [Cl:1][C:2]1[C:3]([CH:9]=[CH2:10])=[N:4][CH:5]=[C:6]([Cl:8])[CH:7]=1.[N+](=[CH:13][C:14]([O:16][CH2:17][CH3:18])=[O:15])=[N-]. (2) Given the product [C:34]([N:30]1[CH2:31][CH2:32][CH2:33][C@@H:28]([NH:27][C:25]2[C:24]([F:38])=[CH:23][N:22]=[C:21]([NH:1][C:2]3[CH:19]=[CH:18][C:5]4[CH2:6][N:7]([C:11]([O:13][C:14]([CH3:16])([CH3:15])[CH3:17])=[O:12])[CH2:8][CH2:9][CH2:10][C:4]=4[CH:3]=3)[N:26]=2)[CH2:29]1)(=[O:37])[CH:35]=[CH2:36], predict the reactants needed to synthesize it. The reactants are: [NH2:1][C:2]1[CH:19]=[CH:18][C:5]2[CH2:6][N:7]([C:11]([O:13][C:14]([CH3:17])([CH3:16])[CH3:15])=[O:12])[CH2:8][CH2:9][CH2:10][C:4]=2[CH:3]=1.Cl[C:21]1[N:26]=[C:25]([NH:27][C@@H:28]2[CH2:33][CH2:32][CH2:31][N:30]([C:34](=[O:37])[CH:35]=[CH2:36])[CH2:29]2)[C:24]([F:38])=[CH:23][N:22]=1.CN(C1C(C2C(P(C3CCCCC3)C3CCCCC3)=CC=CC=2)=CC=CC=1)C.C([O-])([O-])=O.[Cs+].[Cs+]. (3) Given the product [NH2:9][C:6]1[CH:7]=[CH:8][C:3]([O:2][CH3:1])=[C:4]([S:12]([NH:15][C@@H:16]2[CH2:20][CH2:19][N:18]([C:21]([O:23][C:24]([CH3:25])([CH3:26])[CH3:27])=[O:22])[CH2:17]2)(=[O:14])=[O:13])[CH:5]=1, predict the reactants needed to synthesize it. The reactants are: [CH3:1][O:2][C:3]1[CH:8]=[CH:7][C:6]([N+:9]([O-])=O)=[CH:5][C:4]=1[S:12]([NH:15][C@@H:16]1[CH2:20][CH2:19][N:18]([C:21]([O:23][C:24]([CH3:27])([CH3:26])[CH3:25])=[O:22])[CH2:17]1)(=[O:14])=[O:13].